Dataset: Forward reaction prediction with 1.9M reactions from USPTO patents (1976-2016). Task: Predict the product of the given reaction. (1) The product is: [CH3:11][O:10][C:9]1[CH:8]=[CH:7][C:6]([NH:12][C:13]([C:15]2[S:16][CH:17]=[CH:18][CH:19]=2)=[NH:14])=[CH:5][C:4]=1[CH:1]([NH:27][CH3:26])[CH3:2]. Given the reactants [C:1]([C:4]1[CH:5]=[C:6]([NH:12][C:13]([C:15]2[S:16][CH:17]=[CH:18][CH:19]=2)=[NH:14])[CH:7]=[CH:8][C:9]=1[O:10][CH3:11])(=O)[CH3:2].C(O)(=O)C.CN.[C:26]([BH3-])#[N:27].[Na+], predict the reaction product. (2) Given the reactants P(Cl)(Cl)([Cl:3])=O.[Cl:6][C:7]1[C:8](=O)[NH:9][CH:10]=[N:11][C:12]=1[C:13]([F:16])([F:15])[F:14], predict the reaction product. The product is: [Cl:3][C:8]1[C:7]([Cl:6])=[C:12]([C:13]([F:16])([F:15])[F:14])[N:11]=[CH:10][N:9]=1.